Predict the reaction yield, written as a fraction of the theoretical maximum amount of product (1.0 means a 100% yield; for example, 0.34 means a 34% yield). From a dataset of Reaction yield outcomes from USPTO patents with 853,638 reactions. (1) The reactants are [NH:1]1[CH2:5][CH2:4][CH2:3][CH2:2]1.Cl[CH2:7][CH2:8][CH2:9][OH:10].C(=O)([O-])[O-].[K+].[K+]. The catalyst is C(#N)C. The product is [N:1]1([CH2:7][CH2:8][CH2:9][OH:10])[CH2:5][CH2:4][CH2:3][CH2:2]1. The yield is 0.690. (2) The reactants are [OH:1][C:2]1[C:7](=[O:8])[CH:6]=[CH:5][O:4][C:3]=1[CH3:9].C(Cl)C1C=CC=CC=1.[OH-].[Na+].[NH2:20][CH2:21][CH2:22][CH2:23][NH2:24]. The catalyst is C(O)C.CO.O. The product is [CH3:9][C:3]1[N:20]([CH2:21][CH2:22][CH2:23][NH2:24])[CH:5]=[CH:6][C:7](=[O:8])[C:2]=1[OH:1].[CH3:2][CH2:3][O:4][CH2:5][CH3:6]. The yield is 0.940. (3) The reactants are [Cl:1][C:2]1[CH:11]=[CH:10][C:5]([C:6]([NH:8][NH2:9])=O)=[CH:4][C:3]=1[C:12]([F:15])([F:14])[F:13].I.CS[C:19](=[NH:28])[NH:20][C:21]1[CH:26]=[CH:25][C:24]([OH:27])=[CH:23][CH:22]=1. The catalyst is N1C=CC=CC=1. The product is [Cl:1][C:2]1[CH:11]=[CH:10][C:5]([C:6]2[NH:28][C:19]([NH:20][C:21]3[CH:26]=[CH:25][C:24]([OH:27])=[CH:23][CH:22]=3)=[N:9][N:8]=2)=[CH:4][C:3]=1[C:12]([F:15])([F:14])[F:13]. The yield is 0.455. (4) The reactants are [C:1]([O:5][C:6]([N:8]1[CH2:13][CH2:12][CH:11]([N:14]2[CH2:18][CH2:17][C:16]3([CH2:23][CH2:22][CH2:21][CH:20](C(O)=O)[CH2:19]3)[C:15]2=[O:27])[CH2:10][CH2:9]1)=[O:7])([CH3:4])([CH3:3])[CH3:2].NC1CC[N:32]([C:35]([O:37][C:38]([CH3:41])(C)C)=[O:36])CC1.C(N(CC)CC)C.C(O)[C:50]1[CH:55]=[CH:54]C=[CH:52][CH:51]=1. The catalyst is C1(C)C=CC=CC=1. The product is [C:1]([O:5][C:6]([N:8]1[CH2:13][CH2:12][CH:11]([N:14]2[CH2:18][CH2:17][C:16]3([CH2:23][CH2:22][CH2:21][CH:20]([NH:32][C:35]([O:37][CH2:38][C:41]4[CH:54]=[CH:55][CH:50]=[CH:51][CH:52]=4)=[O:36])[CH2:19]3)[C:15]2=[O:27])[CH2:10][CH2:9]1)=[O:7])([CH3:2])([CH3:4])[CH3:3]. The yield is 0.540. (5) The reactants are [CH:1]1([CH2:4][OH:5])[CH2:3][CH2:2]1.F[C:7]1[CH:8]=[C:9]([CH3:16])[CH:10]=[CH:11][C:12]=1[N+:13]([O-:15])=[O:14].[CH:17]1([CH2:20][O:21][C:22]2[CH:28]=[C:27]([CH3:29])[CH:26]=[CH:25][C:23]=2[NH2:24])[CH2:19][CH2:18]1.[NH2:30][C:31]1[S:32][CH:33]=[CH:34][N:35]=1. No catalyst specified. The product is [CH:1]1([CH2:4][O:5][C:7]2[CH:8]=[C:9]([CH3:16])[CH:10]=[CH:11][C:12]=2[N+:13]([O-:15])=[O:14])[CH2:3][CH2:2]1.[CH:17]1([CH2:20][O:21][C:22]2[CH:28]=[C:27]([CH3:29])[CH:26]=[CH:25][C:23]=2[NH:24][C:4]([NH:30][C:31]2[S:32][CH:33]=[CH:34][N:35]=2)=[O:5])[CH2:18][CH2:19]1. The yield is 0.750. (6) The reactants are [O:1]1[C:5]2[CH:6]=[CH:7][C:8]([S:10]([N:13]([CH2:45][CH:46]([CH3:48])[CH3:47])[CH2:14][C@@H:15]([OH:44])[C@@H:16]([NH:32][C:33](=[O:43])[O:34][C@@H:35]3[C@H:42]4[C@H:38]([O:39][CH2:40][CH2:41]4)[O:37][CH2:36]3)[CH2:17][C:18]3[CH:23]=[CH:22][C:21]([O:24]CC4C=CC=CC=4)=[CH:20][CH:19]=3)(=[O:12])=[O:11])=[CH:9][C:4]=2[O:3][CH2:2]1. The catalyst is C1COCC1.[Pd]. The product is [O:1]1[C:5]2[CH:6]=[CH:7][C:8]([S:10]([N:13]([CH2:45][CH:46]([CH3:48])[CH3:47])[CH2:14][C@@H:15]([OH:44])[C@@H:16]([NH:32][C:33](=[O:43])[O:34][C@@H:35]3[C@H:42]4[C@H:38]([O:39][CH2:40][CH2:41]4)[O:37][CH2:36]3)[CH2:17][C:18]3[CH:23]=[CH:22][C:21]([OH:24])=[CH:20][CH:19]=3)(=[O:12])=[O:11])=[CH:9][C:4]=2[O:3][CH2:2]1. The yield is 0.980. (7) The catalyst is C(#N)C.O. The yield is 0.340. The product is [F:1][C:2]1[CH:3]=[CH:4][C:5]([O:11][CH3:12])=[C:6]2[C:7]=1[CH:8]=[CH:13][CH2:14][O:10]2. The reactants are [F:1][C:2]1[C:7]([CH:8]=O)=[C:6]([OH:10])[C:5]([O:11][CH3:12])=[CH:4][CH:3]=1.[CH2:13]1CCN2C(=NCCC2)C[CH2:14]1.[Br-].C(P(C1C=CC=CC=1)(C1C=CC=CC=1)C1C=CC=CC=1)=C.